This data is from Full USPTO retrosynthesis dataset with 1.9M reactions from patents (1976-2016). The task is: Predict the reactants needed to synthesize the given product. (1) Given the product [CH2:18]([NH:25][C:13]1[CH:14]=[CH:15][C:10]([C:9]([NH:8][C:4]2[CH:5]=[CH:6][CH:7]=[C:2]([Cl:1])[CH:3]=2)=[O:17])=[CH:11][N:12]=1)[C:19]1[CH:24]=[CH:23][CH:22]=[CH:21][CH:20]=1, predict the reactants needed to synthesize it. The reactants are: [Cl:1][C:2]1[CH:3]=[C:4]([NH:8][C:9](=[O:17])[C:10]2[CH:15]=[CH:14][C:13](F)=[N:12][CH:11]=2)[CH:5]=[CH:6][CH:7]=1.[CH2:18]([NH2:25])[C:19]1[CH:24]=[CH:23][CH:22]=[CH:21][CH:20]=1. (2) Given the product [Cl:13][C:14]1[CH:23]=[CH:22][CH:21]=[C:20]([F:24])[C:15]=1[CH:16]([N:17]([CH3:19])[CH3:18])[C:5]1[C:6]2[C:11](=[CH:10][CH:9]=[CH:8][CH:7]=2)[N:3]([CH2:1][CH3:2])[C:4]=1[C:26]1[CH:33]=[CH:32][CH:31]=[CH:30][CH:27]=1, predict the reactants needed to synthesize it. The reactants are: [CH2:1]([N:3]1[C:11]2[C:6](=[CH:7][CH:8]=[CH:9][CH:10]=2)[CH:5]=[CH:4]1)[CH3:2].[Cl-].[Cl:13][C:14]1[CH:23]=[CH:22][CH:21]=[C:20]([F:24])[C:15]=1[CH:16]=[N+:17]([CH3:19])[CH3:18].Cl[C:26]1[CH:33]=[CH:32][CH:31]=[C:30](F)[C:27]=1C=O.CNC. (3) Given the product [CH3:25][C:24]1[C:18]([CH2:19][C:20]([O:22][CH3:23])=[O:21])=[C:10]([C:11]2[CH:16]=[CH:15][CH:14]=[CH:13][CH:12]=2)[N:1]([C:3]2[CH:4]=[N:5][CH:6]=[CH:7][C:8]=2[CH3:9])[N:2]=1, predict the reactants needed to synthesize it. The reactants are: [NH:1]([C:3]1[CH:4]=[N:5][CH:6]=[CH:7][C:8]=1[CH3:9])[NH2:2].[C:10]([CH:18]([C:24](=O)[CH3:25])[CH2:19][C:20]([O:22][CH3:23])=[O:21])(=O)[C:11]1[CH:16]=[CH:15][CH:14]=[CH:13][CH:12]=1. (4) Given the product [P:32]([OH:36])([OH:35])([OH:34])=[O:33].[S:1]1[CH:5]=[CH:4][C:3]2[C:6]([N:10]3[CH2:11][CH2:12][N:13]([CH2:16][CH2:17][CH2:18][CH2:19][O:20][C:21]4[CH:30]=[C:29]5[C:24]([CH:25]=[CH:26][C:27](=[O:31])[NH:28]5)=[CH:23][CH:22]=4)[CH2:14][CH2:15]3)=[CH:7][CH:8]=[CH:9][C:2]1=2, predict the reactants needed to synthesize it. The reactants are: [S:1]1[CH:5]=[CH:4][C:3]2[C:6]([N:10]3[CH2:15][CH2:14][N:13]([CH2:16][CH2:17][CH2:18][CH2:19][O:20][C:21]4[CH:30]=[C:29]5[C:24]([CH:25]=[CH:26][C:27](=[O:31])[NH:28]5)=[CH:23][CH:22]=4)[CH2:12][CH2:11]3)=[CH:7][CH:8]=[CH:9][C:2]1=2.[P:32](=[O:36])([OH:35])([OH:34])[OH:33]. (5) Given the product [CH3:40][N:36]1[C:35]2[C:41]([CH3:43])=[CH:42][C:32]([N:28]([C:24]3[CH:23]=[C:22]([N:17]4[CH2:18][CH2:19][CH:14]([N:10]5[CH2:9][CH2:8][C:7]6[CH:20]=[C:3]([O:2][CH3:1])[CH:4]=[CH:5][C:6]=6[NH:12][C:11]5=[O:13])[CH2:15][CH2:16]4)[N:27]=[CH:26][N:25]=3)[C:29](=[O:31])[CH3:30])=[CH:33][C:34]=2[O:38][C:37]1=[O:39], predict the reactants needed to synthesize it. The reactants are: [CH3:1][O:2][C:3]1[CH:4]=[CH:5][C:6]2[NH:12][C:11](=[O:13])[N:10]([CH:14]3[CH2:19][CH2:18][NH:17][CH2:16][CH2:15]3)[CH2:9][CH2:8][C:7]=2[CH:20]=1.Cl[C:22]1[N:27]=[CH:26][N:25]=[C:24]([N:28]([C:32]2[CH:42]=[C:41]([CH3:43])[C:35]3[N:36]([CH3:40])[C:37](=[O:39])[O:38][C:34]=3[CH:33]=2)[C:29](=[O:31])[CH3:30])[CH:23]=1.C(=O)([O-])[O-].[K+].[K+]. (6) Given the product [C:1]([O:5][C@@H:6]([C:12]1[C:37]([CH3:38])=[CH:36][C:15]2[N:16]=[C:17]([C:19]3[CH:27]=[C:26]4[C:22]([C:23]([CH:29]5[CH2:34][CH2:33][N:32]([CH3:35])[CH2:31][CH2:30]5)=[N:24][N:25]4[CH3:28])=[CH:21][CH:20]=3)[S:18][C:14]=2[C:13]=1[C:39]1[CH:40]=[CH:41][C:42]([Cl:45])=[CH:43][CH:44]=1)[C:7]([OH:9])=[O:8])([CH3:4])([CH3:2])[CH3:3], predict the reactants needed to synthesize it. The reactants are: [C:1]([O:5][C@@H:6]([C:12]1[C:37]([CH3:38])=[CH:36][C:15]2[N:16]=[C:17]([C:19]3[CH:27]=[C:26]4[C:22]([C:23]([C:29]5[CH2:30][CH2:31][N:32]([CH3:35])[CH2:33][CH:34]=5)=[N:24][N:25]4[CH3:28])=[CH:21][CH:20]=3)[S:18][C:14]=2[C:13]=1[C:39]1[CH:44]=[CH:43][C:42]([Cl:45])=[CH:41][CH:40]=1)[C:7]([O:9]CC)=[O:8])([CH3:4])([CH3:3])[CH3:2]. (7) Given the product [C:1]12([CH2:11][O:12][C:13]3[C:21]([CH:22]4[CH2:24][CH2:23]4)=[CH:20][C:16]([C:17]([NH:52][S:49]([CH3:48])(=[O:51])=[O:50])=[O:19])=[CH:15][N:14]=3)[CH2:10][CH:5]3[CH2:6][CH:7]([CH2:9][CH:3]([CH2:4]3)[CH2:2]1)[CH2:8]2, predict the reactants needed to synthesize it. The reactants are: [C:1]12([CH2:11][O:12][C:13]3[C:21]([CH:22]4[CH2:24][CH2:23]4)=[CH:20][C:16]([C:17]([OH:19])=O)=[CH:15][N:14]=3)[CH2:10][CH:5]3[CH2:6][CH:7]([CH2:9][CH:3]([CH2:4]3)[CH2:2]1)[CH2:8]2.C(N1C=CN=C1)(N1C=CN=C1)=O.N12CCCN=C1CCCCC2.[CH3:48][S:49]([NH2:52])(=[O:51])=[O:50].